Regression. Given two drug SMILES strings and cell line genomic features, predict the synergy score measuring deviation from expected non-interaction effect. From a dataset of Merck oncology drug combination screen with 23,052 pairs across 39 cell lines. (1) Drug 1: CC(=O)OC1C(=O)C2(C)C(O)CC3OCC3(OC(C)=O)C2C(OC(=O)c2ccccc2)C2(O)CC(OC(=O)C(O)C(NC(=O)c3ccccc3)c3ccccc3)C(C)=C1C2(C)C. Drug 2: Cc1nc(Nc2ncc(C(=O)Nc3c(C)cccc3Cl)s2)cc(N2CCN(CCO)CC2)n1. Cell line: LOVO. Synergy scores: synergy=52.0. (2) Drug 1: O=S1(=O)NC2(CN1CC(F)(F)F)C1CCC2Cc2cc(C=CCN3CCC(C(F)(F)F)CC3)ccc2C1. Drug 2: Cn1cc(-c2cnn3c(N)c(Br)c(C4CCCNC4)nc23)cn1. Cell line: A2058. Synergy scores: synergy=8.78. (3) Drug 1: O=P1(N(CCCl)CCCl)NCCCO1. Synergy scores: synergy=-17.4. Drug 2: CC(C)CC(NC(=O)C(Cc1ccccc1)NC(=O)c1cnccn1)B(O)O. Cell line: UWB1289. (4) Drug 1: Cn1nnc2c(C(N)=O)ncn2c1=O. Drug 2: CCc1cnn2c(NCc3ccc[n+]([O-])c3)cc(N3CCCCC3CCO)nc12. Cell line: PA1. Synergy scores: synergy=-8.61. (5) Drug 1: CS(=O)(=O)CCNCc1ccc(-c2ccc3ncnc(Nc4ccc(OCc5cccc(F)c5)c(Cl)c4)c3c2)o1. Drug 2: C#Cc1cccc(Nc2ncnc3cc(OCCOC)c(OCCOC)cc23)c1. Cell line: HT144. Synergy scores: synergy=-15.1. (6) Drug 1: CC1CC2C3CCC4=CC(=O)C=CC4(C)C3(F)C(O)CC2(C)C1(O)C(=O)CO. Drug 2: COC1CC2CCC(C)C(O)(O2)C(=O)C(=O)N2CCCCC2C(=O)OC(C(C)CC2CCC(OP(C)(C)=O)C(OC)C2)CC(=O)C(C)C=C(C)C(O)C(OC)C(=O)C(C)CC(C)C=CC=CC=C1C. Cell line: ZR751. Synergy scores: synergy=37.9. (7) Drug 1: CS(=O)(=O)CCNCc1ccc(-c2ccc3ncnc(Nc4ccc(OCc5cccc(F)c5)c(Cl)c4)c3c2)o1. Drug 2: CCC1(O)C(=O)OCc2c1cc1n(c2=O)Cc2cc3c(CN(C)C)c(O)ccc3nc2-1. Cell line: MDAMB436. Synergy scores: synergy=-0.994. (8) Drug 1: O=c1[nH]cc(F)c(=O)[nH]1. Drug 2: N#Cc1ccc(Cn2cncc2CN2CCN(c3cccc(Cl)c3)C(=O)C2)cc1. Cell line: SKMEL30. Synergy scores: synergy=-57.9. (9) Cell line: SKMES1. Drug 2: CS(=O)(=O)CCNCc1ccc(-c2ccc3ncnc(Nc4ccc(OCc5cccc(F)c5)c(Cl)c4)c3c2)o1. Drug 1: CCC1(O)CC2CN(CCc3c([nH]c4ccccc34)C(C(=O)OC)(c3cc4c(cc3OC)N(C)C3C(O)(C(=O)OC)C(OC(C)=O)C5(CC)C=CCN6CCC43C65)C2)C1. Synergy scores: synergy=5.48.